Regression. Given two drug SMILES strings and cell line genomic features, predict the synergy score measuring deviation from expected non-interaction effect. From a dataset of Merck oncology drug combination screen with 23,052 pairs across 39 cell lines. (1) Drug 1: COC1CC2CCC(C)C(O)(O2)C(=O)C(=O)N2CCCCC2C(=O)OC(C(C)CC2CCC(OP(C)(C)=O)C(OC)C2)CC(=O)C(C)C=C(C)C(O)C(OC)C(=O)C(C)CC(C)C=CC=CC=C1C. Drug 2: COC1=C2CC(C)CC(OC)C(O)C(C)C=C(C)C(OC(N)=O)C(OC)C=CC=C(C)C(=O)NC(=CC1=O)C2=O. Cell line: NCIH1650. Synergy scores: synergy=0.757. (2) Drug 2: Cn1cc(-c2cnn3c(N)c(Br)c(C4CCCNC4)nc23)cn1. Cell line: A375. Drug 1: COC1CC2CCC(C)C(O)(O2)C(=O)C(=O)N2CCCCC2C(=O)OC(C(C)CC2CCC(OP(C)(C)=O)C(OC)C2)CC(=O)C(C)C=C(C)C(O)C(OC)C(=O)C(C)CC(C)C=CC=CC=C1C. Synergy scores: synergy=60.1.